Dataset: Catalyst prediction with 721,799 reactions and 888 catalyst types from USPTO. Task: Predict which catalyst facilitates the given reaction. (1) Reactant: [C:1]1([C:7]2[CH:16]=[CH:15][CH:14]=[CH:13][C:8]=2[C:9]([NH:11][NH2:12])=[O:10])[CH:6]=[CH:5][CH:4]=[CH:3][CH:2]=1.[CH2:17]([N:21]=[C:22]=[O:23])[CH:18]([CH3:20])[CH3:19].C(OCC)C.C1CCCCC1. Product: [C:1]1([C:7]2[CH:16]=[CH:15][CH:14]=[CH:13][C:8]=2[C:9]([NH:11][NH:12][C:22]([NH:21][CH2:17][CH:18]([CH3:20])[CH3:19])=[O:23])=[O:10])[CH:2]=[CH:3][CH:4]=[CH:5][CH:6]=1. The catalyst class is: 7. (2) Reactant: [OH:1][C:2]1[CH:3]=[C:4]([CH:7]=[CH:8][C:9]=1[N+:10]([O-:12])=[O:11])[CH:5]=[O:6].IC.[C:15]([O-])([O-])=O.[K+].[K+].O. The catalyst class is: 3. Product: [CH3:15][O:1][C:2]1[CH:3]=[C:4]([CH:7]=[CH:8][C:9]=1[N+:10]([O-:12])=[O:11])[CH:5]=[O:6]. (3) Reactant: [N+:1]([C:4]1[C:13]2[C:8](=[CH:9][CH:10]=[CH:11][CH:12]=2)[C:7]([O:14][C:15]2[CH:20]=[CH:19][N:18]=[C:17]([NH2:21])[CH:16]=2)=[CH:6][CH:5]=1)([O-:3])=[O:2].CCN(CC)CC.[C:29](Cl)(=O)[O:30]C1C=CC=CC=1.[CH3:39][N:40]([CH3:46])[C@@H:41]1[CH2:45][CH2:44][NH:43][CH2:42]1. Product: [CH3:39][N:40]([CH3:46])[C@@H:41]1[CH2:45][CH2:44][N:43]([C:29]([NH:21][C:17]2[CH:16]=[C:15]([O:14][C:7]3[C:8]4[C:13](=[CH:12][CH:11]=[CH:10][CH:9]=4)[C:4]([N+:1]([O-:3])=[O:2])=[CH:5][CH:6]=3)[CH:20]=[CH:19][N:18]=2)=[O:30])[CH2:42]1. The catalyst class is: 1. (4) Reactant: [Cl:1][C:2]1[CH:8]=[CH:7][C:5]([NH2:6])=[CH:4][CH:3]=1.[N:9]1C=CC(C=O)=CC=1.[C:17](O)(=O)[CH3:18].C(O[BH-](O[C:31](=O)[CH3:32])OC(=O)C)(=O)C.[Na+].Cl[CH:36](Cl)[CH3:37]. Product: [Cl:1][C:2]1[CH:8]=[CH:7][C:5]([N:6]2[CH:32]=[CH:31][C:17]([CH2:18][NH2:9])=[CH:37][CH2:36]2)=[CH:4][CH:3]=1. The catalyst class is: 13. (5) Reactant: Br[C:2]1[N:7]=[C:6]([C:8]2[N:12]3[CH:13]=[CH:14][N:15]=[C:16]([N:17]4[CH2:22][CH2:21][N:20]([CH3:23])[CH2:19][CH2:18]4)[C:11]3=[N:10][CH:9]=2)[CH:5]=[CH:4][CH:3]=1.[Cl:24][C:25]1[CH:32]=[CH:31][C:28]([CH2:29][NH2:30])=[CH:27][CH:26]=1.CN(C1C(C2C(P(C3CCCCC3)C3CCCCC3)=CC=CC=2)=CC=CC=1)C.CC([O-])(C)C.[Na+]. Product: [Cl:24][C:25]1[CH:32]=[CH:31][C:28]([CH2:29][NH:30][C:2]2[CH:3]=[CH:4][CH:5]=[C:6]([C:8]3[N:12]4[CH:13]=[CH:14][N:15]=[C:16]([N:17]5[CH2:22][CH2:21][N:20]([CH3:23])[CH2:19][CH2:18]5)[C:11]4=[N:10][CH:9]=3)[N:7]=2)=[CH:27][CH:26]=1. The catalyst class is: 62.